From a dataset of Forward reaction prediction with 1.9M reactions from USPTO patents (1976-2016). Predict the product of the given reaction. (1) The product is: [F:44][C:41]([F:43])([F:42])[C:39]1[CH:38]=[C:16]([CH:15]=[C:14]([C:13]([F:12])([F:45])[F:46])[CH:40]=1)[CH2:17][N:18]([CH3:37])[C:19]([N:21]1[CH2:26][CH2:25][C:24](=[O:9])[NH:27][CH2:23][C@@H:22]1[C:29]1[CH:34]=[CH:33][C:32]([F:35])=[CH:31][C:30]=1[CH3:36])=[O:20]. Given the reactants CC1C=CC(S(Cl)(=O)=[O:9])=CC=1.[F:12][C:13]([F:46])([F:45])[C:14]1[CH:15]=[C:16]([CH:38]=[C:39]([C:41]([F:44])([F:43])[F:42])[CH:40]=1)[CH2:17][N:18]([CH3:37])[C:19]([N:21]1[CH2:26][CH2:25]/[C:24](=[N:27]\O)/[CH2:23][C@@H:22]1[C:29]1[CH:34]=[CH:33][C:32]([F:35])=[CH:31][C:30]=1[CH3:36])=[O:20], predict the reaction product. (2) Given the reactants [F:1][C:2]1[CH:7]=[C:6]([S:8][CH3:9])[CH:5]=[CH:4][C:3]=1[C:10]1[N:11]=[CH:12][C:13]([OH:16])=[N:14][CH:15]=1.CS(O[C@@H:22]([CH:24]1[CH2:29][CH2:28][N:27]([C:30]([O:32][CH:33]([CH3:35])[CH3:34])=[O:31])[CH2:26][CH2:25]1)[CH3:23])(=O)=O.C([O-])([O-])=O.[K+].[K+], predict the reaction product. The product is: [F:1][C:2]1[CH:7]=[C:6]([S:8][CH3:9])[CH:5]=[CH:4][C:3]=1[C:10]1[N:11]=[CH:12][C:13]([O:16][C@H:22]([CH:24]2[CH2:25][CH2:26][N:27]([C:30]([O:32][CH:33]([CH3:34])[CH3:35])=[O:31])[CH2:28][CH2:29]2)[CH3:23])=[N:14][CH:15]=1. (3) Given the reactants [OH:1][C:2]1[CH:3]=[C:4]2[C:9](=[CH:10][CH:11]=1)[C:8]([CH3:16])([C:12]([F:15])([F:14])[F:13])[O:7][CH2:6][CH2:5]2.C(N(CC)CC)C.[C:24](Cl)(=[O:26])[CH3:25], predict the reaction product. The product is: [C:24]([O:1][C:2]1[CH:3]=[C:4]2[C:9](=[CH:10][CH:11]=1)[C:8]([CH3:16])([C:12]([F:15])([F:13])[F:14])[O:7][CH2:6][CH2:5]2)(=[O:26])[CH3:25].